This data is from Reaction yield outcomes from USPTO patents with 853,638 reactions. The task is: Predict the reaction yield, written as a fraction of the theoretical maximum amount of product (1.0 means a 100% yield; for example, 0.34 means a 34% yield). (1) The reactants are [F:1][C:2]([F:11])([F:10])[C:3]1[CH:4]=[C:5]([OH:9])[CH:6]=[CH:7][CH:8]=1.C(N(C(C)C)CC)(C)C.[CH3:21][O:22][CH2:23]Cl.O. The catalyst is ClCCl. The product is [CH3:21][O:22][CH2:23][O:9][C:5]1[CH:6]=[CH:7][CH:8]=[C:3]([C:2]([F:10])([F:11])[F:1])[CH:4]=1. The yield is 0.900. (2) The reactants are [CH3:1][N:2]([CH2:4][C:5]1[C:13]2[C:8](=[CH:9][CH:10]=[CH:11][CH:12]=2)[NH:7][N:6]=1)[CH3:3].[CH3:14][I:15]. The catalyst is C(OCC)(=O)C. The product is [I-:15].[NH:7]1[C:8]2[C:13](=[CH:12][CH:11]=[CH:10][CH:9]=2)[C:5]([CH2:4][N+:2]([CH3:14])([CH3:1])[CH3:3])=[N:6]1. The yield is 0.970. (3) The reactants are [C:1]1([S:7]([N:10]2[C:14]3=[N:15][CH:16]=[C:17]([N+:26]([O-])=O)[C:18]([NH:19][CH:20]4[CH2:24][CH2:23][CH:22]([OH:25])[CH2:21]4)=[C:13]3[CH:12]=[CH:11]2)(=[O:9])=[O:8])[CH:6]=[CH:5][CH:4]=[CH:3][CH:2]=1. The catalyst is C(O)C.[Pd]. The product is [NH2:26][C:17]1[C:18]([NH:19][CH:20]2[CH2:24][CH2:23][CH:22]([OH:25])[CH2:21]2)=[C:13]2[CH:12]=[CH:11][N:10]([S:7]([C:1]3[CH:2]=[CH:3][CH:4]=[CH:5][CH:6]=3)(=[O:9])=[O:8])[C:14]2=[N:15][CH:16]=1. The yield is 0.830. (4) The reactants are [Cl:1][C:2]1[CH:3]=[C:4]2[C:9](=[CH:10][CH:11]=1)[CH:8]=[C:7]([S:12]([CH2:15][CH2:16][C:17]([N:19]([CH2:33][CH2:34][NH:35][C:36](=[O:42])OC(C)(C)C)[CH:20]1[CH2:25][CH2:24][N:23]([C:26]3[CH:31]=[CH:30][N:29]=[C:28]([CH3:32])[CH:27]=3)[CH2:22][CH2:21]1)=[O:18])(=[O:14])=[O:13])[CH:6]=[CH:5]2.F[C:44](F)(F)C(O)=O. The catalyst is C1(C)C=CC=CC=1. The product is [C:36]([NH:35][CH2:34][CH2:33][N:19]([CH:20]1[CH2:25][CH2:24][N:23]([C:26]2[CH:31]=[CH:30][N:29]=[C:28]([CH3:32])[CH:27]=2)[CH2:22][CH2:21]1)[C:17](=[O:18])[CH2:16][CH2:15][S:12]([C:7]1[CH:6]=[CH:5][C:4]2[C:9](=[CH:10][CH:11]=[C:2]([Cl:1])[CH:3]=2)[CH:8]=1)(=[O:13])=[O:14])(=[O:42])[CH3:44]. The yield is 0.850. (5) The reactants are [Li+].CC([N-]C(C)C)C.C(NC(C)C)(C)C.[Li]CCCC.[CH3:21][C:22]1[C:23]([C:28]([OH:30])=[O:29])=[N:24][CH:25]=[CH:26][CH:27]=1.[F:31][C:32]1[CH:41]=[CH:40][C:35]([C:36](OC)=[O:37])=[CH:34][CH:33]=1. The catalyst is C1COCC1.O. The product is [F:31][C:32]1[CH:41]=[CH:40][C:35]([C:36](=[O:37])[CH2:21][C:22]2[C:23]([C:28]([OH:30])=[O:29])=[N:24][CH:25]=[CH:26][CH:27]=2)=[CH:34][CH:33]=1. The yield is 0.530. (6) The reactants are C([O:3][C:4]([C@@:6]1([NH:11][C:12]([O:14][C:15]([CH3:18])([CH3:17])[CH3:16])=[O:13])[CH2:8][C@H:7]1[CH:9]=[CH2:10])=[O:5])C.[Li+].[OH-]. The catalyst is C1COCC1.CO.O. The product is [C:15]([O:14][C:12]([NH:11][C@:6]1([C:4]([OH:5])=[O:3])[CH2:8][C@H:7]1[CH:9]=[CH2:10])=[O:13])([CH3:18])([CH3:16])[CH3:17]. The yield is 0.870.